From a dataset of Full USPTO retrosynthesis dataset with 1.9M reactions from patents (1976-2016). Predict the reactants needed to synthesize the given product. (1) Given the product [Cl:26][C:2]1[CH:3]=[C:4]2[C:8](=[CH:9][CH:10]=1)[N:7]([CH2:11][C:12]([O:14][CH3:15])=[O:13])[C:6]([CH3:16])=[CH:5]2, predict the reactants needed to synthesize it. The reactants are: F[C:2]1[CH:3]=[C:4]2[C:8](=[CH:9][CH:10]=1)[N:7]([CH2:11][C:12]([O:14][CH3:15])=[O:13])[C:6]([CH3:16])=[C:5]2CC1C=NC(OC)=CC=1.[Cl:26]C1C=C2C(=CC=1)NC(C)=C2.[H-].[Na+].BrCC(OC)=O. (2) The reactants are: BrN1C(=O)C2C(=CC=CC=2)C1=O.[F:13][C:14]1[CH:19]=[CH:18][C:17]([C:20]2[N:25]=[CH:24][N:23]=[C:22]([NH:26][C:27]3[CH:32]=[CH:31][CH:30]=[C:29]([CH2:33][S:34][CH3:35])[CH:28]=3)[N:21]=2)=[C:16]([O:36][CH3:37])[CH:15]=1.[N:38]#[C:39][NH2:40].CC([O-])(C)C.[K+]. Given the product [F:13][C:14]1[CH:19]=[CH:18][C:17]([C:20]2[N:25]=[CH:24][N:23]=[C:22]([NH:26][C:27]3[CH:28]=[C:29]([CH:30]=[CH:31][CH:32]=3)[CH2:33][SH2:34](=[N:40][C:39]#[N:38])[CH3:35])[N:21]=2)=[C:16]([O:36][CH3:37])[CH:15]=1, predict the reactants needed to synthesize it. (3) Given the product [Br:1][C:2]1[N:6]2[CH:7]=[CH:8][N:9]=[C:10]([NH:20][C:17]3[CH:18]=[CH:19][C:14]([O:13][CH3:12])=[CH:15][CH:16]=3)[C:5]2=[N:4][CH:3]=1, predict the reactants needed to synthesize it. The reactants are: [Br:1][C:2]1[N:6]2[C:7](Br)=[CH:8][N:9]=[CH:10][C:5]2=[N:4][CH:3]=1.[CH3:12][O:13][C:14]1[CH:19]=[CH:18][C:17]([NH2:20])=[CH:16][CH:15]=1.C(O)C(F)(F)F.C(N(C(C)C)CC)(C)C. (4) Given the product [Si:19]([O:26][CH2:27][C:28]1[N:29]([C:33]2[CH:37]=[CH:36][N:35]([S:38]([C:41]3[CH:47]=[CH:46][C:44]([CH3:45])=[CH:43][CH:42]=3)(=[O:40])=[O:39])[C:34]=2[CH:48]([C:2]2[CH:7]=[CH:6][C:5]([C:8]([F:11])([F:10])[F:9])=[CH:4][C:3]=2[O:12][CH3:13])[OH:49])[CH:30]=[CH:31][CH:32]=1)([C:22]([CH3:25])([CH3:24])[CH3:23])([CH3:21])[CH3:20], predict the reactants needed to synthesize it. The reactants are: Br[C:2]1[CH:7]=[CH:6][C:5]([C:8]([F:11])([F:10])[F:9])=[CH:4][C:3]=1[O:12][CH3:13].[Li]CCCC.[Si:19]([O:26][CH2:27][C:28]1[N:29]([C:33]2[CH:37]=[CH:36][N:35]([S:38]([C:41]3[CH:47]=[CH:46][C:44]([CH3:45])=[CH:43][CH:42]=3)(=[O:40])=[O:39])[C:34]=2[CH:48]=[O:49])[CH:30]=[CH:31][CH:32]=1)([C:22]([CH3:25])([CH3:24])[CH3:23])([CH3:21])[CH3:20].